Predict the product of the given reaction. From a dataset of Forward reaction prediction with 1.9M reactions from USPTO patents (1976-2016). (1) The product is: [C:9]1([CH3:8])[CH:14]=[CH:13][C:12]([S:15]([O:5][CH2:4][CH2:3][C:2]([OH:7])([CH3:6])[CH3:1])(=[O:17])=[O:16])=[CH:11][CH:10]=1. Given the reactants [CH3:1][C:2]([OH:7])([CH3:6])[CH2:3][CH2:4][OH:5].[CH3:8][C:9]1[CH:14]=[CH:13][C:12]([S:15](Cl)(=[O:17])=[O:16])=[CH:11][CH:10]=1.O, predict the reaction product. (2) Given the reactants [CH:1]1([C:7]2[N:8]=[C:9]([NH2:13])[S:10][C:11]=2[CH3:12])[CH2:6][CH2:5][CH2:4][CH2:3][CH2:2]1.[Cl:14][CH2:15][C:16](=O)[CH2:17][C:18](OCC)=[O:19], predict the reaction product. The product is: [Cl:14][CH2:15][C:16]1[N:13]=[C:9]2[S:10][C:11]([CH3:12])=[C:7]([CH:1]3[CH2:2][CH2:3][CH2:4][CH2:5][CH2:6]3)[N:8]2[C:18](=[O:19])[CH:17]=1. (3) The product is: [CH3:1][O:2][C:3](=[O:135])[C@@H:4]([NH:72][C:73](=[O:134])[CH2:74][O:75][CH2:76][CH2:77][O:78][CH2:79][CH2:80][O:81][CH2:82][CH2:83][NH:84][C:85](=[O:133])[C@@H:86]([NH:112][C:113](=[O:132])[CH2:114][O:115][CH2:116][CH2:117][O:118][CH2:119][CH2:120][O:121][CH2:122][CH2:123][NH2:124])[CH2:87][CH2:88][CH2:89][CH2:90][NH:91][C:92](=[O:111])[CH2:93][O:94][CH2:95][CH2:96][O:97][CH2:98][CH2:99][O:100][CH2:101][CH2:102][NH2:103])[CH2:5][CH2:6][CH2:7][CH2:8][NH:9][C:10](=[O:71])[CH2:11][O:12][CH2:13][CH2:14][O:15][CH2:16][CH2:17][O:18][CH2:19][CH2:20][NH:21][C:22](=[O:70])[C@@H:23]([NH:49][C:50](=[O:69])[CH2:51][O:52][CH2:53][CH2:54][O:55][CH2:56][CH2:57][O:58][CH2:59][CH2:60][NH2:61])[CH2:24][CH2:25][CH2:26][CH2:27][NH:28][C:29](=[O:48])[CH2:30][O:31][CH2:32][CH2:33][O:34][CH2:35][CH2:36][O:37][CH2:38][CH2:39][NH2:40]. Given the reactants [CH3:1][O:2][C:3](=[O:135])[C@@H:4]([NH:72][C:73](=[O:134])[CH2:74][O:75][CH2:76][CH2:77][O:78][CH2:79][CH2:80][O:81][CH2:82][CH2:83][NH:84][C:85](=[O:133])[C@@H:86]([NH:112][C:113](=[O:132])[CH2:114][O:115][CH2:116][CH2:117][O:118][CH2:119][CH2:120][O:121][CH2:122][CH2:123][NH:124]C(OC(C)(C)C)=O)[CH2:87][CH2:88][CH2:89][CH2:90][NH:91][C:92](=[O:111])[CH2:93][O:94][CH2:95][CH2:96][O:97][CH2:98][CH2:99][O:100][CH2:101][CH2:102][NH:103]C(OC(C)(C)C)=O)[CH2:5][CH2:6][CH2:7][CH2:8][NH:9][C:10](=[O:71])[CH2:11][O:12][CH2:13][CH2:14][O:15][CH2:16][CH2:17][O:18][CH2:19][CH2:20][NH:21][C:22](=[O:70])[C@@H:23]([NH:49][C:50](=[O:69])[CH2:51][O:52][CH2:53][CH2:54][O:55][CH2:56][CH2:57][O:58][CH2:59][CH2:60][NH:61]C(OC(C)(C)C)=O)[CH2:24][CH2:25][CH2:26][CH2:27][NH:28][C:29](=[O:48])[CH2:30][O:31][CH2:32][CH2:33][O:34][CH2:35][CH2:36][O:37][CH2:38][CH2:39][NH:40]C(OC(C)(C)C)=O.FC(F)(F)C(O)=O, predict the reaction product. (4) Given the reactants [C:1]([C:3]1[CH:4]=[C:5]2[N:11]=[C:10]([CH:12]([OH:32])[C:13]3[C:21]([O:22][CH3:23])=[CH:20][C:19]([CH3:24])=[C:18]4[C:14]=3[CH:15]=[CH:16][N:17]4C(OC(C)(C)C)=O)[NH:9][C:6]2=[N:7][CH:8]=1)#[N:2].C([O-])([O-])=O.[Cs+].[Cs+], predict the reaction product. The product is: [OH:32][CH:12]([C:13]1[C:21]([O:22][CH3:23])=[CH:20][C:19]([CH3:24])=[C:18]2[C:14]=1[CH:15]=[CH:16][NH:17]2)[C:10]1[NH:11][C:5]2[C:6]([N:9]=1)=[N:7][CH:8]=[C:3]([C:1]#[N:2])[CH:4]=2. (5) Given the reactants [CH2:1]([O:3][C:4](=[O:38])[CH2:5][CH2:6][N:7]1[CH2:13][CH2:12][CH2:11][N:10]([C:14](=[O:37])[C:15]2[CH:20]=[CH:19][CH:18]=[C:17]([C@@H:21]([N:29]3[CH2:34][C@@H:33]([CH3:35])[NH:32][CH2:31][C@@H:30]3[CH3:36])[C:22]3[CH:27]=[CH:26][CH:25]=[C:24]([OH:28])[CH:23]=3)[CH:16]=2)[CH2:9][CH2:8]1)[CH3:2].[F:39][C:40]1[CH:41]=[C:42]([CH:45]=[CH:46][CH:47]=1)[CH:43]=O.C(O)(=O)C.[BH-](OC(C)=O)(OC(C)=O)OC(C)=O.[Na+], predict the reaction product. The product is: [CH2:1]([O:3][C:4](=[O:38])[CH2:5][CH2:6][N:7]1[CH2:13][CH2:12][CH2:11][N:10]([C:14](=[O:37])[C:15]2[CH:20]=[CH:19][CH:18]=[C:17]([C@@H:21]([N:29]3[CH2:34][C@@H:33]([CH3:35])[N:32]([CH2:43][C:42]4[CH:45]=[CH:46][CH:47]=[C:40]([F:39])[CH:41]=4)[CH2:31][C@@H:30]3[CH3:36])[C:22]3[CH:27]=[CH:26][CH:25]=[C:24]([OH:28])[CH:23]=3)[CH:16]=2)[CH2:9][CH2:8]1)[CH3:2].